This data is from Forward reaction prediction with 1.9M reactions from USPTO patents (1976-2016). The task is: Predict the product of the given reaction. (1) Given the reactants [C:1]1([CH2:7][C:8]([N:10]=[C:11]=[S:12])=[O:9])[CH:6]=[CH:5][CH:4]=[CH:3][CH:2]=1.[NH2:13][C:14]1[CH:42]=[CH:41][C:17]([O:18][C:19]2[CH:24]=[CH:23][N:22]=[C:21]([NH:25][C:26]([N:28]3[CH2:33][CH2:32][CH:31]([N:34]4[CH2:39][CH2:38][CH:37]([OH:40])[CH2:36][CH2:35]4)[CH2:30][CH2:29]3)=[O:27])[CH:20]=2)=[C:16]([F:43])[CH:15]=1.C12(CS(O)(=O)=O)C(C)(C)C(CC1)CC2=O, predict the reaction product. The product is: [F:43][C:16]1[CH:15]=[C:14]([NH:13][C:11]([NH:10][C:8](=[O:9])[CH2:7][C:1]2[CH:6]=[CH:5][CH:4]=[CH:3][CH:2]=2)=[S:12])[CH:42]=[CH:41][C:17]=1[O:18][C:19]1[CH:24]=[CH:23][N:22]=[C:21]([NH:25][C:26]([N:28]2[CH2:29][CH2:30][CH:31]([N:34]3[CH2:35][CH2:36][CH:37]([OH:40])[CH2:38][CH2:39]3)[CH2:32][CH2:33]2)=[O:27])[CH:20]=1. (2) Given the reactants Cl.[CH2:2]([O:9][C:10](=[O:16])[C@H:11]1[CH2:15][CH2:14][CH2:13][NH:12]1)[C:3]1[CH:8]=[CH:7][CH:6]=[CH:5][CH:4]=1.C(N(CC)CC)C.[C:24](Cl)(=[O:27])[CH:25]=[CH2:26], predict the reaction product. The product is: [CH2:2]([O:9][C:10]([C@H:11]1[CH2:15][CH2:14][CH2:13][N:12]1[C:24](=[O:27])[CH:25]=[CH2:26])=[O:16])[C:3]1[CH:4]=[CH:5][CH:6]=[CH:7][CH:8]=1. (3) Given the reactants [CH:1]1[CH:2]=[CH:3][C:4]2[NH:11][C:9](=[O:10])[CH:8]=[C:7]([CH2:12][CH:13]([NH:17][C:18]([C:20]3[CH:21]=[CH:22][C:23]([Cl:26])=[CH:24][CH:25]=3)=[O:19])[C:14]([OH:16])=[O:15])[C:5]=2[CH:6]=1.[CH:27]1([CH2:33]O)[CH2:32][CH2:31][CH2:30][CH2:29][CH2:28]1, predict the reaction product. The product is: [Cl:26][C:23]1[CH:24]=[CH:25][C:20]([C:18]([NH:17][CH:13]([CH2:12][C:7]2[C:5]3[C:4](=[CH:3][CH:2]=[CH:1][CH:6]=3)[NH:11][C:9](=[O:10])[CH:8]=2)[C:14]([O:16][CH2:33][CH:27]2[CH2:32][CH2:31][CH2:30][CH2:29][CH2:28]2)=[O:15])=[O:19])=[CH:21][CH:22]=1. (4) Given the reactants [CH3:1][O:2][C:3]([C:5]1[S:6][C:7](/[CH:10]=[C:11](\[C:15]2[CH:20]=[CH:19][C:18]([C:21]([CH3:24])([CH3:23])[CH3:22])=[CH:17][CH:16]=2)/[C:12]([OH:14])=[O:13])=[CH:8][CH:9]=1)=[O:4].[H][H], predict the reaction product. The product is: [CH3:1][O:2][C:3]([C:5]1[S:6][C:7]([CH2:10][CH:11]([C:15]2[CH:20]=[CH:19][C:18]([C:21]([CH3:24])([CH3:23])[CH3:22])=[CH:17][CH:16]=2)[C:12]([OH:14])=[O:13])=[CH:8][CH:9]=1)=[O:4]. (5) Given the reactants [CH3:1][O:2][C:3]1[CH:4]=[C:5]2[C:10](=[CH:11][C:12]=1[O:13][CH3:14])[N:9]=[CH:8][CH:7]=[C:6]2[O:15][C:16]1[C:22]([CH3:23])=[CH:21][C:19]([NH2:20])=[C:18]([CH3:24])[CH:17]=1.ClC(Cl)(O[C:29](=[O:35])OC(Cl)(Cl)Cl)Cl.[NH2:37][C:38]1[N:43]=[C:42]([CH3:44])[C:41]([Br:45])=[CH:40][CH:39]=1.C(=O)([O-])O.[Na+], predict the reaction product. The product is: [Br:45][C:41]1[CH:40]=[CH:39][C:38]([NH:37][C:29]([NH:20][C:19]2[CH:21]=[C:22]([CH3:23])[C:16]([O:15][C:6]3[C:5]4[C:10](=[CH:11][C:12]([O:13][CH3:14])=[C:3]([O:2][CH3:1])[CH:4]=4)[N:9]=[CH:8][CH:7]=3)=[CH:17][C:18]=2[CH3:24])=[O:35])=[N:43][C:42]=1[CH3:44].